Predict which catalyst facilitates the given reaction. From a dataset of Catalyst prediction with 721,799 reactions and 888 catalyst types from USPTO. (1) Reactant: [NH2:1][CH:2]=[C:3]([C:9]1[N:10]([CH2:19][C:20]2[CH:25]=[CH:24][C:23]([O:26][CH3:27])=[CH:22][CH:21]=2)[CH:11]=[CH:12][C:13]=1[C:14]([O:16]CC)=O)[C:4]([O:6][CH2:7][CH3:8])=[O:5].CC(C)([O-])C.[Na+].CN(C)C=O.O. Product: [CH3:27][O:26][C:23]1[CH:22]=[CH:21][C:20]([CH2:19][N:10]2[C:9]3[C:3]([C:4]([O:6][CH2:7][CH3:8])=[O:5])=[CH:2][NH:1][C:14](=[O:16])[C:13]=3[CH:12]=[CH:11]2)=[CH:25][CH:24]=1. The catalyst class is: 13. (2) Reactant: [F:1][C:2]1[CH:7]=[C:6]([OH:8])[CH:5]=[C:4]([F:9])[C:3]=1[C:10]1[N:15]=[C:14]([C:16]([O:18][CH3:19])=[O:17])[CH:13]=[CH:12][C:11]=1[F:20].[N:21]1[CH:26]=[CH:25][C:24](B(O)O)=[CH:23][CH:22]=1.CCN(CC)CC. Product: [F:1][C:2]1[CH:7]=[C:6]([O:8][C:24]2[CH:25]=[CH:26][N:21]=[CH:22][CH:23]=2)[CH:5]=[C:4]([F:9])[C:3]=1[C:10]1[N:15]=[C:14]([C:16]([O:18][CH3:19])=[O:17])[CH:13]=[CH:12][C:11]=1[F:20]. The catalyst class is: 749. (3) Reactant: C(NC(C)C)(C)C.[Li]CCCC.[CH3:13][N:14]1[CH2:19][C:18]([N+:26]([O-:28])=[O:27])([C:20]2[CH:25]=[CH:24][CH:23]=[CH:22][CH:21]=2)[CH2:17][CH2:16][C:15]1=[O:29].C1C[O:33]CC1. Product: [OH:33][CH:16]1[CH2:17][C:18]([N+:26]([O-:28])=[O:27])([C:20]2[CH:25]=[CH:24][CH:23]=[CH:22][CH:21]=2)[CH2:19][N:14]([CH3:13])[C:15]1=[O:29]. The catalyst class is: 81. (4) Reactant: [CH3:1][C:2]1[NH:3][CH:4]=[CH:5][C:6]=1[C:7]([O:9][CH2:10][CH3:11])=[O:8].[H-].[Na+].Cl[Si:15]([CH:22]([CH3:24])[CH3:23])([CH:19]([CH3:21])[CH3:20])[CH:16]([CH3:18])[CH3:17]. Product: [CH3:1][C:2]1[N:3]([Si:15]([CH:22]([CH3:24])[CH3:23])([CH:19]([CH3:21])[CH3:20])[CH:16]([CH3:18])[CH3:17])[CH:4]=[CH:5][C:6]=1[C:7]([O:9][CH2:10][CH3:11])=[O:8]. The catalyst class is: 7. (5) Reactant: [CH3:1][C:2]([S:5]([NH:8][CH:9]1[CH2:17][C:12]2(OCC[O:13]2)[CH2:11][CH:10]1[N:18]([C@@H:29]([C:31]1[CH:36]=[CH:35][CH:34]=[CH:33][CH:32]=1)[CH3:30])[C:19](=[O:28])[O:20][CH2:21][C:22]1[CH:27]=[CH:26][CH:25]=[CH:24][CH:23]=1)(=[O:7])=[O:6])([CH3:4])[CH3:3].Cl. The catalyst class is: 1. Product: [CH3:1][C:2]([S:5]([NH:8][CH:9]1[CH2:17][C:12](=[O:13])[CH2:11][CH:10]1[N:18]([C@@H:29]([C:31]1[CH:36]=[CH:35][CH:34]=[CH:33][CH:32]=1)[CH3:30])[C:19](=[O:28])[O:20][CH2:21][C:22]1[CH:27]=[CH:26][CH:25]=[CH:24][CH:23]=1)(=[O:6])=[O:7])([CH3:3])[CH3:4]. (6) Reactant: Cl[C:2]1[C:11]2=[N:12][N:13](CC3C=CC(OC)=CC=3)[CH:14]=[C:10]2[C:9]2[C:8]([F:24])=[CH:7][CH:6]=[CH:5][C:4]=2[N:3]=1.[CH3:25][N:26]1[CH2:31][CH2:30][N:29]([CH:32]2[CH2:37][CH2:36][N:35]([C:38]3[CH:44]=[CH:43][C:41]([NH2:42])=[CH:40][CH:39]=3)[CH2:34][CH2:33]2)[CH2:28][CH2:27]1.Cl. Product: [F:24][C:8]1[C:9]2[C:10]3[CH:14]=[N:13][NH:12][C:11]=3[C:2]([NH:42][C:41]3[CH:43]=[CH:44][C:38]([N:35]4[CH2:36][CH2:37][CH:32]([N:29]5[CH2:30][CH2:31][N:26]([CH3:25])[CH2:27][CH2:28]5)[CH2:33][CH2:34]4)=[CH:39][CH:40]=3)=[N:3][C:4]=2[CH:5]=[CH:6][CH:7]=1. The catalyst class is: 71. (7) Reactant: [C:1]([C:5]1[N:10]=[C:9]([N:11]2[CH2:16][CH2:15][N:14]([CH2:17][CH2:18][CH2:19][CH2:20][NH2:21])[CH2:13][CH2:12]2)[CH:8]=[C:7]([C:22]([F:25])([F:24])[F:23])[N:6]=1)([CH3:4])([CH3:3])[CH3:2].C1N=CN([C:31](N2C=NC=C2)=[O:32])C=1.[NH:38]1[CH2:43][CH2:42][CH:41]([N:44]2[C:48]3[CH:49]=[CH:50][CH:51]=[CH:52][C:47]=3[NH:46][C:45]2=[O:53])[CH2:40][CH2:39]1. Product: [C:1]([C:5]1[N:10]=[C:9]([N:11]2[CH2:16][CH2:15][N:14]([CH2:17][CH2:18][CH2:19][CH2:20][NH:21][C:31]([N:38]3[CH2:39][CH2:40][CH:41]([N:44]4[C:48]5[CH:49]=[CH:50][CH:51]=[CH:52][C:47]=5[NH:46][C:45]4=[O:53])[CH2:42][CH2:43]3)=[O:32])[CH2:13][CH2:12]2)[CH:8]=[C:7]([C:22]([F:24])([F:25])[F:23])[N:6]=1)([CH3:4])([CH3:2])[CH3:3]. The catalyst class is: 147.